This data is from NCI-60 drug combinations with 297,098 pairs across 59 cell lines. The task is: Regression. Given two drug SMILES strings and cell line genomic features, predict the synergy score measuring deviation from expected non-interaction effect. (1) Drug 1: CC1OCC2C(O1)C(C(C(O2)OC3C4COC(=O)C4C(C5=CC6=C(C=C35)OCO6)C7=CC(=C(C(=C7)OC)O)OC)O)O. Drug 2: C1=NC2=C(N1)C(=S)N=CN2. Cell line: OVCAR-8. Synergy scores: CSS=14.1, Synergy_ZIP=-9.53, Synergy_Bliss=-15.1, Synergy_Loewe=-17.2, Synergy_HSA=-11.6. (2) Drug 1: CC1=C2C(C(=O)C3(C(CC4C(C3C(C(C2(C)C)(CC1OC(=O)C(C(C5=CC=CC=C5)NC(=O)C6=CC=CC=C6)O)O)OC(=O)C7=CC=CC=C7)(CO4)OC(=O)C)O)C)OC(=O)C. Drug 2: C1CCC(C(C1)N)N.C(=O)(C(=O)[O-])[O-].[Pt+4]. Cell line: MALME-3M. Synergy scores: CSS=29.2, Synergy_ZIP=-11.4, Synergy_Bliss=-2.65, Synergy_Loewe=-18.2, Synergy_HSA=2.47. (3) Drug 1: CC1C(C(CC(O1)OC2CC(CC3=C2C(=C4C(=C3O)C(=O)C5=C(C4=O)C(=CC=C5)OC)O)(C(=O)C)O)N)O.Cl. Drug 2: C1=CN(C=N1)CC(O)(P(=O)(O)O)P(=O)(O)O. Cell line: SN12C. Synergy scores: CSS=-1.14, Synergy_ZIP=-5.45, Synergy_Bliss=-11.9, Synergy_Loewe=-16.5, Synergy_HSA=-12.5. (4) Drug 1: CS(=O)(=O)C1=CC(=C(C=C1)C(=O)NC2=CC(=C(C=C2)Cl)C3=CC=CC=N3)Cl. Drug 2: CC1C(C(CC(O1)OC2CC(OC(C2O)C)OC3=CC4=CC5=C(C(=O)C(C(C5)C(C(=O)C(C(C)O)O)OC)OC6CC(C(C(O6)C)O)OC7CC(C(C(O7)C)O)OC8CC(C(C(O8)C)O)(C)O)C(=C4C(=C3C)O)O)O)O. Cell line: SN12C. Synergy scores: CSS=32.4, Synergy_ZIP=11.3, Synergy_Bliss=14.7, Synergy_Loewe=16.3, Synergy_HSA=14.8. (5) Drug 1: CC1OCC2C(O1)C(C(C(O2)OC3C4COC(=O)C4C(C5=CC6=C(C=C35)OCO6)C7=CC(=C(C(=C7)OC)O)OC)O)O. Drug 2: CC1C(C(CC(O1)OC2CC(CC3=C2C(=C4C(=C3O)C(=O)C5=C(C4=O)C(=CC=C5)OC)O)(C(=O)CO)O)N)O.Cl. Cell line: SF-268. Synergy scores: CSS=58.3, Synergy_ZIP=-7.41, Synergy_Bliss=-3.49, Synergy_Loewe=-0.191, Synergy_HSA=1.77. (6) Drug 1: C1CCC(C1)C(CC#N)N2C=C(C=N2)C3=C4C=CNC4=NC=N3. Drug 2: B(C(CC(C)C)NC(=O)C(CC1=CC=CC=C1)NC(=O)C2=NC=CN=C2)(O)O. Cell line: ACHN. Synergy scores: CSS=-5.32, Synergy_ZIP=-0.335, Synergy_Bliss=-6.27, Synergy_Loewe=-7.64, Synergy_HSA=-8.62. (7) Drug 1: CCC1(CC2CC(C3=C(CCN(C2)C1)C4=CC=CC=C4N3)(C5=C(C=C6C(=C5)C78CCN9C7C(C=CC9)(C(C(C8N6C)(C(=O)OC)O)OC(=O)C)CC)OC)C(=O)OC)O.OS(=O)(=O)O. Drug 2: C1C(C(OC1N2C=NC3=C2NC=NCC3O)CO)O. Cell line: COLO 205. Synergy scores: CSS=4.69, Synergy_ZIP=-1.62, Synergy_Bliss=3.12, Synergy_Loewe=3.74, Synergy_HSA=4.43. (8) Drug 1: C1=CC(=CC=C1CCC2=CNC3=C2C(=O)NC(=N3)N)C(=O)NC(CCC(=O)O)C(=O)O. Drug 2: CN(C)N=NC1=C(NC=N1)C(=O)N. Cell line: MALME-3M. Synergy scores: CSS=9.14, Synergy_ZIP=-3.63, Synergy_Bliss=0.0988, Synergy_Loewe=-14.1, Synergy_HSA=-2.10. (9) Drug 1: CN1C(=O)N2C=NC(=C2N=N1)C(=O)N. Drug 2: CCC1=C2CN3C(=CC4=C(C3=O)COC(=O)C4(CC)O)C2=NC5=C1C=C(C=C5)O. Cell line: SK-MEL-28. Synergy scores: CSS=6.99, Synergy_ZIP=-1.41, Synergy_Bliss=-1.58, Synergy_Loewe=-21.1, Synergy_HSA=-10.6.